This data is from Full USPTO retrosynthesis dataset with 1.9M reactions from patents (1976-2016). The task is: Predict the reactants needed to synthesize the given product. (1) Given the product [ClH:19].[ClH:19].[CH:15]([C:10]1[C:9]([CH2:8][NH2:7])=[CH:14][N:13]=[CH:12][N:11]=1)([CH3:17])[CH3:16], predict the reactants needed to synthesize it. The reactants are: C(OC(=O)[NH:7][CH2:8][C:9]1[C:10]([CH:15]([CH3:17])[CH3:16])=[N:11][CH:12]=[N:13][CH:14]=1)(C)(C)C.[ClH:19]. (2) Given the product [CH3:24][S:21]([C:4]1[CH:3]=[C:2]([C:77]2[CH:76]=[CH:75][CH:74]=[C:73]([C:72]([F:83])([F:82])[F:71])[CH:78]=2)[CH:7]=[CH:6][C:5]=1[C:8]([N:10]1[CH2:15][CH2:14][CH:13]([N:16]2[CH2:20][CH2:19][CH2:18][CH2:17]2)[CH2:12][CH2:11]1)=[O:9])(=[O:23])=[O:22], predict the reactants needed to synthesize it. The reactants are: Br[C:2]1[CH:7]=[CH:6][C:5]([C:8]([N:10]2[CH2:15][CH2:14][CH:13]([N:16]3[CH2:20][CH2:19][CH2:18][CH2:17]3)[CH2:12][CH2:11]2)=[O:9])=[C:4]([S:21]([CH3:24])(=[O:23])=[O:22])[CH:3]=1.BrC1C=CC(C(O)=O)=C(S(C)(=O)=O)C=1.N1(C2CCNCC2)CCCC1.BrC1C(C)=C(C(N2CCC(N3CCCC3)CC2)=O)C=CC=1.[F:71][C:72]([F:83])([F:82])[C:73]1[CH:74]=[C:75](B(O)O)[CH:76]=[CH:77][CH:78]=1.P([O-])([O-])([O-])=O.[K+].[K+].[K+]. (3) Given the product [F:32][C:33]1[CH:34]=[CH:35][C:36]([CH2:37][N:38]2[CH:42]=[CH:41][N:40]([C:44]3[S:45][C:46]([C:50]([NH:52][CH2:53][C:54]4[CH:55]=[N:56][CH:57]=[CH:58][CH:59]=4)=[O:51])=[C:47]([CH3:49])[N:48]=3)[C:39]2=[O:60])=[CH:61][CH:62]=1, predict the reactants needed to synthesize it. The reactants are: C(NC(C1SC(N2C(O)CN(CC3C=CC(F)=CC=3)C2=O)=NC=1C)=O)C1C=CC=CC=1.[F:32][C:33]1[CH:62]=[CH:61][C:36]([CH2:37][N:38]2[CH2:42][CH:41](O)[N:40]([C:44]3[S:45][C:46]([C:50]([NH:52][CH2:53][C:54]4[CH:55]=[N:56][CH:57]=[CH:58][CH:59]=4)=[O:51])=[C:47]([CH3:49])[N:48]=3)[C:39]2=[O:60])=[CH:35][CH:34]=1. (4) Given the product [Cl:10][C:11]1[CH:16]=[C:15]([Cl:17])[CH:14]=[CH:13][C:12]=1[O:18][CH:2]([CH2:6][CH2:7][CH2:8][CH3:9])[C:3]([OH:5])=[O:4].[Cl:10][C:11]1[CH:16]=[C:15]([Cl:17])[CH:14]=[CH:13][C:12]=1[O:18][CH:2]([CH2:6][CH2:7][CH2:8][CH3:9])[C:3]([NH:19][C:20]1[S:21][CH:22]=[CH:23][N:24]=1)=[O:4], predict the reactants needed to synthesize it. The reactants are: Br[CH:2]([CH2:6][CH2:7][CH2:8][CH3:9])[C:3]([OH:5])=[O:4].[Cl:10][C:11]1[CH:16]=[C:15]([Cl:17])[CH:14]=[CH:13][C:12]=1[OH:18].[NH2:19][C:20]1[S:21][CH:22]=[CH:23][N:24]=1. (5) Given the product [N+:12]([C:9]1[CH:10]=[CH:11][C:6]([NH:5][C:3]([C:2]2([CH3:1])[CH2:19][CH:24]([Si:20]([CH3:23])([CH3:22])[CH3:21])[N:25]=[N:26]2)=[O:4])=[CH:7][C:8]=1[C:15]([F:16])([F:17])[F:18])([O-:14])=[O:13], predict the reactants needed to synthesize it. The reactants are: [CH3:1][C:2](=[CH2:19])[C:3]([NH:5][C:6]1[CH:11]=[CH:10][C:9]([N+:12]([O-:14])=[O:13])=[C:8]([C:15]([F:18])([F:17])[F:16])[CH:7]=1)=[O:4].[Si:20]([CH:24]=[N+:25]=[N-:26])([CH3:23])([CH3:22])[CH3:21]. (6) Given the product [N:8]1[NH:7][C:11]([C:12]2[CH:13]=[CH:14][C:15]([O:16][C:17]3[CH:18]=[C:19]4[C:24](=[CH:25][CH:26]=3)[N:23]=[C:22]([CH2:27][N:33]3[CH2:37][CH2:36][CH2:35][CH2:34]3)[CH:21]=[CH:20]4)=[CH:29][CH:30]=2)=[CH:10][CH:9]=1, predict the reactants needed to synthesize it. The reactants are: C[Si](C)(C)CCOC[N:7]1[C:11]([C:12]2[CH:30]=[CH:29][C:15]([O:16][C:17]3[CH:18]=[C:19]4[C:24](=[CH:25][CH:26]=3)[N:23]=[C:22]([CH2:27]O)[CH:21]=[CH:20]4)=[CH:14][CH:13]=2)=[CH:10][CH:9]=[N:8]1.[NH:33]1[CH2:37][CH2:36][CH2:35][CH2:34]1. (7) Given the product [ClH:1].[NH2:21][CH2:22][CH2:23][C:24]1[N:14]([C@@H:7]2[CH2:6][C:5]3[C:10](=[C:11]([F:13])[CH:12]=[C:3]([F:2])[CH:4]=3)[O:9][CH2:8]2)[C:37](=[S:36])[NH:38][CH:25]=1, predict the reactants needed to synthesize it. The reactants are: [ClH:1].[F:2][C:3]1[CH:4]=[C:5]2[C:10](=[C:11]([F:13])[CH:12]=1)[O:9][CH2:8][C@H:7]([NH2:14])[CH2:6]2.C(OC(=O)[NH:21][CH2:22][CH2:23][C:24](=O)[CH2:25]O[Si](C(C)(C)C)(C)C)(C)(C)C.[S-:36][C:37]#[N:38].[K+].O.C(O)(=O)C.